From a dataset of Forward reaction prediction with 1.9M reactions from USPTO patents (1976-2016). Predict the product of the given reaction. (1) Given the reactants C(O)(C(F)(F)F)=O.[Cl:8][C:9]1[CH:50]=[CH:49][CH:48]=[C:47]([Cl:51])[C:10]=1[C:11]([NH:13][C@H:14]([C:43]([O:45][CH3:46])=[O:44])[CH2:15][C:16]1[CH:42]=[CH:41][C:19]([O:20][CH2:21][CH2:22][C:23]2[CH:24]=[CH:25][C:26]3[N:31]([CH3:32])[CH2:30][CH2:29][N:28](C(OC(C)(C)C)=O)[C:27]=3[N:40]=2)=[CH:18][CH:17]=1)=[O:12], predict the reaction product. The product is: [Cl:8][C:9]1[CH:50]=[CH:49][CH:48]=[C:47]([Cl:51])[C:10]=1[C:11]([NH:13][C@H:14]([C:43]([O:45][CH3:46])=[O:44])[CH2:15][C:16]1[CH:17]=[CH:18][C:19]([O:20][CH2:21][CH2:22][C:23]2[CH:24]=[CH:25][C:26]3[N:31]([CH3:32])[CH2:30][CH2:29][NH:28][C:27]=3[N:40]=2)=[CH:41][CH:42]=1)=[O:12]. (2) Given the reactants Br[CH2:2][C:3]([C:5]1[CH:10]=[CH:9][CH:8]=[CH:7][CH:6]=1)=[O:4].C([O-])([O-])=O.[K+].[K+].[SH:17][C:18]1[CH:19]=[C:20]([CH:24]=[CH:25][CH:26]=1)[C:21]([OH:23])=[O:22], predict the reaction product. The product is: [O:4]=[C:3]([C:5]1[CH:10]=[CH:9][CH:8]=[CH:7][CH:6]=1)[CH2:2][S:17][C:18]1[CH:19]=[C:20]([CH:24]=[CH:25][CH:26]=1)[C:21]([OH:23])=[O:22]. (3) Given the reactants [CH2:1]([O:3][C:4](=[O:36])[C:5]([C:20](=[O:35])[C:21]1[CH:26]=[C:25]([F:27])[C:24]([F:28])=[C:23]([O:29][C:30]([F:33])([F:32])[F:31])[C:22]=1F)=[CH:6][NH:7][C:8]1[CH:13]=[CH:12][C:11]([CH2:14][N:15]2[CH2:19][CH2:18][CH2:17][CH2:16]2)=[CH:10][CH:9]=1)[CH3:2].C([O-])([O-])=O.[K+].[K+].C1OCCOCCOCCOCCOCCOC1, predict the reaction product. The product is: [F:27][C:25]1[CH:26]=[C:21]2[C:22](=[C:23]([O:29][C:30]([F:32])([F:33])[F:31])[C:24]=1[F:28])[N:7]([C:8]1[CH:9]=[CH:10][C:11]([CH2:14][N:15]3[CH2:16][CH2:17][CH2:18][CH2:19]3)=[CH:12][CH:13]=1)[CH:6]=[C:5]([C:4]([O:3][CH2:1][CH3:2])=[O:36])[C:20]2=[O:35]. (4) Given the reactants C([S@]([NH:7][C@H:8]([C:29]1[CH:34]=[CH:33][CH:32]=[CH:31][C:30]=1[Cl:35])[C:9]1[S:13][C:12]([NH:14][C:15]([C:17]2([C:20]3[CH:28]=[CH:27][C:23]4[O:24][CH2:25][O:26][C:22]=4[CH:21]=3)[CH2:19][CH2:18]2)=[O:16])=[N:11][CH:10]=1)=O)(C)(C)C.N[C@@H](C1C=CC=CC=1Cl)C1SC(NC(C2(C3C=CC4OCOC=4C=3)CC2)=O)=NC=1, predict the reaction product. The product is: [NH2:7][C@H:8]([C:29]1[CH:34]=[CH:33][CH:32]=[CH:31][C:30]=1[Cl:35])[C:9]1[S:13][C:12]([NH:14][C:15]([C:17]2([C:20]3[CH:28]=[CH:27][C:23]4[O:24][CH2:25][O:26][C:22]=4[CH:21]=3)[CH2:19][CH2:18]2)=[O:16])=[N:11][CH:10]=1. (5) Given the reactants Cl[C:2]1[N:3]=[C:4]([N:13]2[CH2:18][CH2:17][O:16][CH2:15][CH2:14]2)[C:5]2[S:10][C:9](I)=[C:8]([CH3:12])[C:6]=2[N:7]=1.B1([C:28]2[CH:33]=[CH:32][CH:31]=[C:30]([CH2:34][C:35]([OH:37])=[O:36])[CH:29]=2)OC(C)(C)C(C)(C)O1.[NH2:38][C:39]1[N:44]=[CH:43][C:42](B2OC(C)(C)C(C)(C)O2)=[CH:41][N:40]=1, predict the reaction product. The product is: [NH2:38][C:39]1[N:44]=[CH:43][C:42]([C:2]2[N:3]=[C:4]([N:13]3[CH2:18][CH2:17][O:16][CH2:15][CH2:14]3)[C:5]3[S:10][C:9]([C:32]4[CH:31]=[C:30]([CH2:34][C:35]([OH:37])=[O:36])[CH:29]=[CH:28][CH:33]=4)=[C:8]([CH3:12])[C:6]=3[N:7]=2)=[CH:41][N:40]=1. (6) The product is: [Cl:1][C:2]1[CH:3]=[CH:4][C:5]2[N:11]3[CH:12]=[CH:13][CH:14]=[C:10]3[C@@H:9]([CH2:15][C:16]([OH:18])=[O:17])[O:8][C@H:7]([C:20](=[O:29])[C:21]3[CH:26]=[CH:25][CH:24]=[C:23]([Cl:27])[C:22]=3[Cl:28])[C:6]=2[CH:30]=1. Given the reactants [Cl:1][C:2]1[CH:3]=[CH:4][C:5]2[N:11]3[CH:12]=[CH:13][CH:14]=[C:10]3[C@@H:9]([CH2:15][C:16]([O:18]C)=[O:17])[O:8][C@H:7]([C:20](=[O:29])[C:21]3[CH:26]=[CH:25][CH:24]=[C:23]([Cl:27])[C:22]=3[Cl:28])[C:6]=2[CH:30]=1.CO.[OH-].[Na+].C(O)(=O)CC(CC(O)=O)(C(O)=O)O, predict the reaction product. (7) Given the reactants [NH2:1][C:2]1[C:7]([CH3:8])=[C:6]([Br:9])[CH:5]=[C:4]([F:10])[C:3]=1[OH:11].C(=O)([O-])[O-].[K+].[K+].Br[CH2:19][C:20](Br)=[O:21].O, predict the reaction product. The product is: [Br:9][C:6]1[CH:5]=[C:4]([F:10])[C:3]2[O:11][CH2:19][C:20](=[O:21])[NH:1][C:2]=2[C:7]=1[CH3:8].